Dataset: Full USPTO retrosynthesis dataset with 1.9M reactions from patents (1976-2016). Task: Predict the reactants needed to synthesize the given product. Given the product [C:11]1([CH2:4][CH:2]([NH:3][P:5](=[O:10])([O:8][CH3:9])[O:6][CH3:7])[CH3:1])[CH:16]=[CH:15][CH:14]=[CH:13][CH:12]=1, predict the reactants needed to synthesize it. The reactants are: [CH3:1][CH:2]1[CH2:4][N:3]1[P:5](=[O:10])([O:8][CH3:9])[O:6][CH3:7].[C:11]1([Mg]Cl)[CH:16]=[CH:15][CH:14]=[CH:13][CH:12]=1.